The task is: Predict the reaction yield, written as a fraction of the theoretical maximum amount of product (1.0 means a 100% yield; for example, 0.34 means a 34% yield).. This data is from Reaction yield outcomes from USPTO patents with 853,638 reactions. (1) The reactants are [CH2:1]([CH:8]1[C:17]2[C:12](=[CH:13][CH:14]=[C:15]([C:18]#[N:19])[CH:16]=2)[CH2:11][CH2:10][CH:9]1[NH:20][C:21](=[O:27])[O:22][C:23]([CH3:26])([CH3:25])[CH3:24])[C:2]1[CH:7]=[CH:6][CH:5]=[CH:4][CH:3]=1. The catalyst is C1COCC1.N.[Ni]. The product is [NH2:19][CH2:18][C:15]1[CH:16]=[C:17]2[C:12]([CH2:11][CH2:10][CH:9]([NH:20][C:21](=[O:27])[O:22][C:23]([CH3:25])([CH3:24])[CH3:26])[CH:8]2[CH2:1][C:2]2[CH:3]=[CH:4][CH:5]=[CH:6][CH:7]=2)=[CH:13][CH:14]=1. The yield is 1.00. (2) The reactants are [Cl:1][C:2]1[C:3]([F:31])=[C:4]([CH:8]2[C:12]([C:15]3[CH:20]=[CH:19][C:18]([Cl:21])=[CH:17][C:16]=3[F:22])([C:13]#[N:14])[CH:11]([CH2:23][C:24]([CH3:27])([CH3:26])[CH3:25])[NH:10][CH:9]2[C:28]([OH:30])=O)[CH:5]=[CH:6][CH:7]=1.CCN(C(C)C)C(C)C.CN(C(ON1N=NC2C=CC=NC1=2)=[N+](C)C)C.F[P-](F)(F)(F)(F)F.[NH2:65][C:66]1[CH:71]=[CH:70][C:69]([C:72](=[O:82])[CH2:73][O:74][Si](C(C)(C)C)(C)C)=[CH:68][CH:67]=1. The product is [OH:74][CH2:73][C:72]([C:69]1[CH:70]=[CH:71][C:66]([NH:65][C:28]([CH:9]2[CH:8]([C:4]3[CH:5]=[CH:6][CH:7]=[C:2]([Cl:1])[C:3]=3[F:31])[C:12]([C:15]3[CH:20]=[CH:19][C:18]([Cl:21])=[CH:17][C:16]=3[F:22])([C:13]#[N:14])[CH:11]([CH2:23][C:24]([CH3:27])([CH3:25])[CH3:26])[NH:10]2)=[O:30])=[CH:67][CH:68]=1)=[O:82]. The catalyst is ClCCl.O. The yield is 0.380. (3) The reactants are [O-:1][N+:2]1[C:7]([CH2:8][OH:9])=[CH:6][C:5]2[O:10][CH2:11][CH2:12][O:13][C:4]=2[CH:3]=1. The catalyst is C(Cl)(Cl)Cl.[O-2].[O-2].[Mn+4]. The product is [O:10]1[C:5]2[CH:6]=[C:7]([CH:8]=[O:9])[N+:2]([O-:1])=[CH:3][C:4]=2[O:13][CH2:12][CH2:11]1. The yield is 0.400. (4) The reactants are [CH3:1][C:2]1[CH:3]=[C:4]2[C:8](=[CH:9][C:10]=1[N+:11]([O-:13])=[O:12])[NH:7][N:6]=[CH:5]2.C[Si](C)(C)N[Si](C)(C)C.[Li].Br[CH2:25][CH2:26][O:27][Si:28]([C:31]([CH3:34])([CH3:33])[CH3:32])([CH3:30])[CH3:29]. The catalyst is CN(C=O)C. The product is [C:31]([Si:28]([CH3:30])([CH3:29])[O:27][CH2:26][CH2:25][N:7]1[C:8]2[C:4](=[CH:3][C:2]([CH3:1])=[C:10]([N+:11]([O-:13])=[O:12])[CH:9]=2)[CH:5]=[N:6]1)([CH3:34])([CH3:33])[CH3:32]. The yield is 0.507. (5) The reactants are [CH2:1]([O:8][C:9](=[O:26])[C:10]1[CH:15]=[C:14]([CH:16]=O)[CH:13]=[CH:12][C:11]=1[O:18][CH2:19][C:20]1[CH:25]=[CH:24][CH:23]=[CH:22][CH:21]=1)[C:2]1[CH:7]=[CH:6][CH:5]=[CH:4][CH:3]=1.Cl.NO.C[N:31]1CCCC1=O.Cl. The catalyst is O. The product is [CH2:1]([O:8][C:9](=[O:26])[C:10]1[CH:15]=[C:14]([C:16]#[N:31])[CH:13]=[CH:12][C:11]=1[O:18][CH2:19][C:20]1[CH:25]=[CH:24][CH:23]=[CH:22][CH:21]=1)[C:2]1[CH:7]=[CH:6][CH:5]=[CH:4][CH:3]=1. The yield is 0.767. (6) The reactants are [F:1][C:2]([F:18])([F:17])[C:3]1[CH:8]=[CH:7][C:6]([N:9]2[CH2:14][CH2:13][CH2:12][CH:11](NC)[CH2:10]2)=[CH:5][CH:4]=1.[F:19][C:20]1[CH:25]=[CH:24][C:23]([S:26]([N:29]([CH2:33][C:34]([OH:36])=O)[CH:30]([CH3:32])[CH3:31])(=[O:28])=[O:27])=[CH:22][CH:21]=1.[CH3:37][N:38](C(ON1N=NC2C=CC=NC1=2)=[N+](C)C)C.F[P-](F)(F)(F)(F)F.C(N(CC)C(C)C)(C)C.OS([O-])(=O)=O.[K+]. The catalyst is ClCCl. The product is [F:19][C:20]1[CH:25]=[CH:24][C:23]([S:26]([N:29]([CH:30]([CH3:32])[CH3:31])[CH2:33][C:34]([NH:38][CH2:37][CH:11]2[CH2:12][CH2:13][CH2:14][N:9]([C:6]3[CH:5]=[CH:4][C:3]([C:2]([F:1])([F:17])[F:18])=[CH:8][CH:7]=3)[CH2:10]2)=[O:36])(=[O:28])=[O:27])=[CH:22][CH:21]=1. The yield is 0.530. (7) The reactants are [CH:1]([C:4]1[CH:9]=[CH:8][CH:7]=[CH:6][N:5]=1)([CH3:3])[CH3:2].C1C=C(Cl)C=C(C(OO)=[O:18])C=1. The catalyst is C(Cl)Cl. The product is [CH:1]([C:4]1[CH:9]=[CH:8][CH:7]=[CH:6][N+:5]=1[O-:18])([CH3:3])[CH3:2]. The yield is 0.850. (8) The reactants are [CH3:1][Si:2]([CH3:17])([CH3:16])[CH2:3][CH2:4][O:5][CH2:6][N:7]1[C:15]2[C:10](=[CH:11][CH:12]=[CH:13][CH:14]=2)[CH:9]=[CH:8]1.C([Li])CCC.[C:23]([O:27][C:28]([N:30]1[CH2:35][CH2:34][CH2:33][CH2:32][CH:31]1[C:36](=[O:41])N(OC)C)=[O:29])([CH3:26])([CH3:25])[CH3:24].[NH4+].[Cl-]. The catalyst is COCCOC. The product is [C:23]([O:27][C:28]([N:30]1[CH2:35][CH2:34][CH2:33][CH2:32][CH:31]1[C:36]([C:8]1[N:7]([CH2:6][O:5][CH2:4][CH2:3][Si:2]([CH3:17])([CH3:16])[CH3:1])[C:15]2[C:10]([CH:9]=1)=[CH:11][CH:12]=[CH:13][CH:14]=2)=[O:41])=[O:29])([CH3:26])([CH3:25])[CH3:24]. The yield is 0.370. (9) The reactants are [Br:1][C:2]1[CH:11]=[C:10]2[C:5]([CH:6]=[C:7]([C:12]([O:14]CC)=[O:13])[CH:8]=[N:9]2)=[CH:4][C:3]=1[O:17][CH3:18].[OH-].[Li+]. The catalyst is O1CCCC1. The product is [Br:1][C:2]1[CH:11]=[C:10]2[C:5]([CH:6]=[C:7]([C:12]([OH:14])=[O:13])[CH:8]=[N:9]2)=[CH:4][C:3]=1[O:17][CH3:18]. The yield is 0.730. (10) The reactants are C(O[Na])C.[OH:5][C:6]1[CH:7]=[C:8]([CH:11]=[CH:12][CH:13]=1)[CH:9]=[O:10].Br[C:15]([CH3:22])([CH3:21])[C:16]([O:18][CH2:19][CH3:20])=[O:17]. The product is [CH:9]([C:8]1[CH:7]=[C:6]([CH:13]=[CH:12][CH:11]=1)[O:5][C:15]([CH3:22])([CH3:21])[C:16]([O:18][CH2:19][CH3:20])=[O:17])=[O:10]. The yield is 0.590. The catalyst is C(O)C.